The task is: Predict which catalyst facilitates the given reaction.. This data is from Catalyst prediction with 721,799 reactions and 888 catalyst types from USPTO. (1) Reactant: [C:1]1([C:7]2[CH:8]=[N:9][N:10]3[CH:15]=[C:14]([C:16]4[CH:21]=[CH:20][C:19]([CH2:22][CH2:23][CH:24]=O)=[CH:18][CH:17]=4)[CH:13]=[N:12][C:11]=23)[CH:6]=[CH:5][CH:4]=[CH:3][CH:2]=1.[NH:26]1[CH2:31][CH2:30][O:29][CH2:28][CH2:27]1.C(O)(=O)C.C(O[BH-](OC(=O)C)OC(=O)C)(=O)C.[Na+]. Product: [N:26]1([CH2:24][CH2:23][CH2:22][C:19]2[CH:18]=[CH:17][C:16]([C:14]3[CH:13]=[N:12][C:11]4[N:10]([N:9]=[CH:8][C:7]=4[C:1]4[CH:6]=[CH:5][CH:4]=[CH:3][CH:2]=4)[CH:15]=3)=[CH:21][CH:20]=2)[CH2:31][CH2:30][O:29][CH2:28][CH2:27]1. The catalyst class is: 68. (2) Reactant: [Mg].[Br:2][C:3]1[CH:8]=[CH:7][C:6](I)=[C:5]([CH2:10][CH3:11])[CH:4]=1.II.[O:14]1[CH:18]=[CH:17][CH:16]=[C:15]1[CH:19]=[O:20]. Product: [Br:2][C:3]1[CH:8]=[CH:7][C:6]([CH:19]([C:15]2[O:14][CH:18]=[CH:17][CH:16]=2)[OH:20])=[C:5]([CH2:10][CH3:11])[CH:4]=1. The catalyst class is: 7. (3) Reactant: [NH2:1][C:2]1[N:7]=[C:6]([C:8]2[O:9][CH:10]=[CH:11][CH:12]=2)[C:5]([C:13]#[N:14])=[C:4](S(C)(=O)=O)[N:3]=1.[NH2:19][CH2:20][CH2:21][C:22]1[CH:27]=[CH:26][C:25]([OH:28])=[CH:24][CH:23]=1. Product: [NH2:1][C:2]1[N:7]=[C:6]([C:8]2[O:9][CH:10]=[CH:11][CH:12]=2)[C:5]([C:13]#[N:14])=[C:4]([NH:19][CH2:20][CH2:21][C:22]2[CH:27]=[CH:26][C:25]([OH:28])=[CH:24][CH:23]=2)[N:3]=1. The catalyst class is: 57. (4) Reactant: C(OC([N:8]1[CH2:13][CH2:12][C:11](=[CH:14][C:15]2[CH:20]=[CH:19][CH:18]=[C:17]([O:21][C:22]3[CH:27]=[CH:26][C:25]([F:28])=[CH:24][N:23]=3)[CH:16]=2)[CH2:10][CH2:9]1)=O)(C)(C)C.[F:29][C:30]([F:35])([F:34])[C:31]([OH:33])=[O:32]. Product: [F:29][C:30]([F:35])([F:34])[C:31]([OH:33])=[O:32].[F:28][C:25]1[CH:26]=[CH:27][C:22]([O:21][C:17]2[CH:18]=[CH:19][CH:20]=[C:15]([CH:14]=[C:11]3[CH2:10][CH2:9][NH:8][CH2:13][CH2:12]3)[CH:16]=2)=[N:23][CH:24]=1. The catalyst class is: 4. (5) Reactant: Cl[CH2:2][C@@H:3]([C:5]1[CH:6]=[N:7][CH:8]=[CH:9][CH:10]=1)[OH:4].C(=O)([O-])[O-].[K+].[K+]. Product: [N:7]1[CH:8]=[CH:9][CH:10]=[C:5]([C@@H:3]2[CH2:2][O:4]2)[CH:6]=1. The catalyst class is: 10. (6) Reactant: [Cr](Cl)([O-])(=O)=O.[NH+]1C=CC=CC=1.[F:12][C:13]1[CH:14]=[C:15]([CH2:23][CH2:24][CH2:25][OH:26])[CH:16]=[CH:17][C:18]=1[C:19]([F:22])([F:21])[F:20]. Product: [F:12][C:13]1[CH:14]=[C:15]([CH2:23][CH2:24][CH:25]=[O:26])[CH:16]=[CH:17][C:18]=1[C:19]([F:21])([F:22])[F:20]. The catalyst class is: 2. (7) Reactant: [C:1](=[NH:26])([O:3][CH2:4][CH2:5][C:6]1[CH:11]=[C:10]([F:12])[C:9]([O:13][C:14]2[CH:19]=[CH:18][C:17]([Cl:20])=[C:16]([C:21]([F:24])([F:23])[F:22])[CH:15]=2)=[C:8]([F:25])[CH:7]=1)[NH2:2].[OH:27]/[CH:28]=[C:29](/[CH2:34][C:35]1[CH:36]=[N:37][CH:38]=[N:39][CH:40]=1)\[C:30](OC)=O.C([O-])([O-])=O.[K+].[K+]. Product: [Cl:20][C:17]1[CH:18]=[CH:19][C:14]([O:13][C:9]2[C:10]([F:12])=[CH:11][C:6]([CH2:5][CH2:4][O:3][C:1]3[NH:2][CH:30]=[C:29]([CH2:34][C:35]4[CH:40]=[N:39][CH:38]=[N:37][CH:36]=4)[C:28](=[O:27])[N:26]=3)=[CH:7][C:8]=2[F:25])=[CH:15][C:16]=1[C:21]([F:22])([F:24])[F:23]. The catalyst class is: 37. (8) Reactant: [C:1]1([N:7]2[CH:12]=[CH:11][C:10]([CH2:13][CH2:14][CH2:15][CH2:16][CH2:17][C:18]3[N:19]=[N:20][NH:21][CH:22]=3)=[C:9]([O:23]CC3C=CC=CC=3)[C:8]2=[O:31])[CH:6]=[CH:5][CH:4]=[CH:3][CH:2]=1.C1(N2C=CC(CCCC3N=NNC=3)=C(O)C2=O)C=CC=CC=1. Product: [C:1]1([N:7]2[CH:12]=[CH:11][C:10]([CH2:13][CH2:14][CH2:15][CH2:16][CH2:17][C:18]3[N:19]=[N:20][NH:21][CH:22]=3)=[C:9]([OH:23])[C:8]2=[O:31])[CH:2]=[CH:3][CH:4]=[CH:5][CH:6]=1. The catalyst class is: 1. (9) Product: [CH:32]1([C:35]([NH:1][C:2]2[S:3][C:4]3[C:9]([N:10]=2)=[CH:8][CH:7]=[C:6]([O:11][C:12]2[CH:13]=[C:14]([NH:19][C:20](=[O:31])[C:21]4[CH:26]=[CH:25][CH:24]=[C:23]([C:27]([F:30])([F:29])[F:28])[CH:22]=4)[CH:15]=[CH:16][C:17]=2[CH3:18])[N:5]=3)=[O:36])[CH2:34][CH2:33]1. The catalyst class is: 17. Reactant: [NH2:1][C:2]1[S:3][C:4]2[C:9]([N:10]=1)=[CH:8][CH:7]=[C:6]([O:11][C:12]1[CH:13]=[C:14]([NH:19][C:20](=[O:31])[C:21]3[CH:26]=[CH:25][CH:24]=[C:23]([C:27]([F:30])([F:29])[F:28])[CH:22]=3)[CH:15]=[CH:16][C:17]=1[CH3:18])[N:5]=2.[CH:32]1([C:35](Cl)=[O:36])[CH2:34][CH2:33]1. (10) The catalyst class is: 2. Product: [CH3:1][O:2][C:3](=[O:10])[CH2:4][CH:5]([CH3:9])[C:6]([Cl:19])=[O:7]. Reactant: [CH3:1][O:2][C:3](=[O:10])[CH2:4][CH:5]([CH3:9])[C:6](O)=[O:7].CN(C=O)C.C(Cl)(=O)C([Cl:19])=O.